From a dataset of Experimentally validated miRNA-target interactions with 360,000+ pairs, plus equal number of negative samples. Binary Classification. Given a miRNA mature sequence and a target amino acid sequence, predict their likelihood of interaction. The miRNA is hsa-miR-548au-5p with sequence AAAAGUAAUUGCGGUUUUUGC. The protein sequence of the target gene is MASVASCDSRPSSDELPGDPSSQEEDEDYDFEDRVSDSGSYSSASSDYDDLEPEWLDSVQKNGELFYLELSEDEEESLLPETPTVNHVRFSENEIIIEDDYKERKKYEPKLKQFTKILRRKRLLPKRCNKKNSNDNGPVSILKHQSNQKTGVIVQQRYKDVNVYVNPKKLTVIKAKEQLKLLEVLVGIIHQTKWSWRRTGKQGDGERLVVHGLLPGGSAMKSGQVLIGDVLVAVNDVDVTTENIERVLSCIPGPMQVKLTFENAYDVKRETSHPRQKKTQSNTSDLVKLLWGEEVEGIQQ.... Result: 0 (no interaction).